From a dataset of Reaction yield outcomes from USPTO patents with 853,638 reactions. Predict the reaction yield, written as a fraction of the theoretical maximum amount of product (1.0 means a 100% yield; for example, 0.34 means a 34% yield). (1) The reactants are [CH3:1][C:2]1[C:6]2[CH:7]=[CH:8][C:9]([OH:11])=[CH:10][C:5]=2[O:4][N:3]=1.F[C:13]1[CH:20]=[CH:19][C:18]([F:21])=[CH:17][C:14]=1[C:15]#[N:16].C(=O)([O-])[O-].[K+].[K+]. The catalyst is CC(N(C)C)=O.CCOC(C)=O. The product is [F:21][C:18]1[CH:19]=[CH:20][C:13]([O:11][C:9]2[CH:8]=[CH:7][C:6]3[C:2]([CH3:1])=[N:3][O:4][C:5]=3[CH:10]=2)=[C:14]([CH:17]=1)[C:15]#[N:16]. The yield is 0.580. (2) The catalyst is ClCCl. The yield is 0.440. The reactants are [F:1][C:2]([F:11])([F:10])[C:3]1[CH:7]=[C:6]([CH2:8][NH2:9])[NH:5][N:4]=1.CC(OC(OC(OC(C)(C)C)=O)=O)(C)C.C(OCC)(=O)C.CC[CH2:35][CH2:36][CH2:37][CH3:38].O. The product is [CH:37]1([CH2:38][N:5]2[C:6]([CH2:8][NH2:9])=[CH:7][C:3]([C:2]([F:1])([F:10])[F:11])=[N:4]2)[CH2:35][CH2:36]1.